From a dataset of Full USPTO retrosynthesis dataset with 1.9M reactions from patents (1976-2016). Predict the reactants needed to synthesize the given product. (1) Given the product [CH:1]1([C:8]2[CH:13]=[CH:12][C:11]([N+:14]([O-:16])=[O:15])=[CH:10][CH:9]=2)[CH2:3][CH2:2]1, predict the reactants needed to synthesize it. The reactants are: [CH:1]1(B(O)O)[CH2:3][CH2:2]1.Br[C:8]1[CH:13]=[CH:12][C:11]([N+:14]([O-:16])=[O:15])=[CH:10][CH:9]=1.C(=O)([O-])[O-].[K+].[K+]. (2) Given the product [O:31]=[S:2]1(=[O:1])[C:7]2[CH:8]=[CH:9][CH:10]=[CH:11][C:6]=2[NH:5][C:4]([C:12]2[C:13](=[O:30])[N:14]([NH:23][CH2:24][C:25]3[S:26][CH:27]=[CH:28][CH:29]=3)[C:15]3[C:20]([C:21]=2[OH:22])=[CH:19][CH:18]=[CH:17][CH:16]=3)=[N:3]1, predict the reactants needed to synthesize it. The reactants are: [O:1]=[S:2]1(=[O:31])[C:7]2[CH:8]=[CH:9][CH:10]=[CH:11][C:6]=2[NH:5][C:4]([C:12]2[C:13](=[O:30])[N:14]([N:23]=[CH:24][C:25]3[S:26][CH:27]=[CH:28][CH:29]=3)[C:15]3[C:20]([C:21]=2[OH:22])=[CH:19][CH:18]=[CH:17][CH:16]=3)=[N:3]1.CO.[BH4-].[Li+].Cl. (3) Given the product [CH3:9][N:10]1[CH2:27][CH:26]2[CH:12]([C:13]3[CH:14]=[CH:15][CH:16]=[CH:17][C:18]=3[O:19][C:20]3[CH:21]=[CH:22][C:23]([Cl:28])=[CH:24][C:25]=32)[CH2:11]1.[CH:2](/[C:1]([OH:8])=[O:7])=[CH:3]/[C:4]([OH:6])=[O:5], predict the reactants needed to synthesize it. The reactants are: [C:1]([OH:8])(=[O:7])/[CH:2]=[CH:3]\[C:4]([OH:6])=[O:5].[CH3:9][N:10]1[CH2:27][CH:26]2[CH:12]([C:13]3[CH:14]=[CH:15][CH:16]=[CH:17][C:18]=3[O:19][C:20]3[CH:21]=[CH:22][C:23]([Cl:28])=[CH:24][C:25]=32)[CH2:11]1. (4) Given the product [O:50]1[CH2:48][CH2:47][CH2:46][C@H:45]1[CH2:44][NH:43][C:29]([C:26]1[N:27]=[N:28][C:23]([NH:22][C:20]([N:12]2[CH2:11][C:19]3[C:14](=[CH:15][CH:16]=[CH:17][CH:18]=3)[CH2:13]2)=[O:21])=[CH:24][CH:25]=1)=[O:31], predict the reactants needed to synthesize it. The reactants are: C1(CCCN)C=CC=CC=1.[CH2:11]1[C:19]2[C:14](=[CH:15][CH:16]=[CH:17][CH:18]=2)[CH2:13][N:12]1[C:20]([NH:22][C:23]1[N:28]=[N:27][C:26]([C:29]([OH:31])=O)=[CH:25][CH:24]=1)=[O:21].C1C2C(=CC=CC=2)CN1C([NH:43][C:44]1C=C[C:47]([C:48]([OH:50])=O)=[CH:46][CH:45]=1)=O. (5) Given the product [Cl:19][C:20]1[C:25]([N:5]2[CH2:4][CH2:3][C:2]([CH3:1])=[C:7]([C:8]3[CH:13]=[CH:12][C:11]([N+:14]([O-:16])=[O:15])=[CH:10][CH:9]=3)[CH2:6]2)=[N:24][CH:23]=[CH:22][N:21]=1, predict the reactants needed to synthesize it. The reactants are: [CH3:1][C:2]1[CH2:3][CH2:4][NH:5][CH2:6][C:7]=1[C:8]1[CH:13]=[CH:12][C:11]([N+:14]([O-:16])=[O:15])=[CH:10][CH:9]=1.[F-].[K+].[Cl:19][C:20]1[C:25](Cl)=[N:24][CH:23]=[CH:22][N:21]=1. (6) The reactants are: [CH3:1][O:2][CH2:3][CH2:4][N:5]1[C:9]([CH3:10])=[C:8]([CH3:11])[S:7][C:6]1=[NH:12].CCN(CC)CC.[Cl:20][C:21]1[CH:26]=[C:25]([F:27])[CH:24]=[CH:23][C:22]=1[C:28](Cl)=[O:29]. Given the product [Cl:20][C:21]1[CH:26]=[C:25]([F:27])[CH:24]=[CH:23][C:22]=1[C:28](/[N:12]=[C:6]1\[S:7][C:8]([CH3:11])=[C:9]([CH3:10])[N:5]\1[CH2:4][CH2:3][O:2][CH3:1])=[O:29], predict the reactants needed to synthesize it. (7) Given the product [C:1]([N:5]1[C:9](=[O:10])[C:8]([NH:20][CH2:21][CH2:22][CH:23]2[CH2:26][N:25]([C:27]([O:29][C:30]([CH3:33])([CH3:32])[CH3:31])=[O:28])[CH2:24]2)=[C:7]([C:12]2[CH:17]=[CH:16][CH:15]=[CH:14][CH:13]=2)[S:6]1(=[O:19])=[O:18])([CH3:4])([CH3:3])[CH3:2], predict the reactants needed to synthesize it. The reactants are: [C:1]([N:5]1[C:9](=[O:10])[C:8](Cl)=[C:7]([C:12]2[CH:17]=[CH:16][CH:15]=[CH:14][CH:13]=2)[S:6]1(=[O:19])=[O:18])([CH3:4])([CH3:3])[CH3:2].[NH2:20][CH2:21][CH2:22][CH:23]1[CH2:26][N:25]([C:27]([O:29][C:30]([CH3:33])([CH3:32])[CH3:31])=[O:28])[CH2:24]1. (8) Given the product [O:28]1[C:32]2[CH:33]=[CH:34][CH:35]=[CH:36][C:31]=2[C:30]([CH2:37][C:38]([NH:27][C@H:24]2[CH2:25][CH2:26][C@H:21]([CH2:20][CH2:19][N:16]3[CH2:17][CH2:18][N:13]([C:8]4[C:7]5[CH2:6][CH2:5][O:4][C:12]=5[CH:11]=[CH:10][N:9]=4)[CH2:14][CH2:15]3)[CH2:22][CH2:23]2)=[O:39])=[N:29]1, predict the reactants needed to synthesize it. The reactants are: Cl.Cl.Cl.[O:4]1[C:12]2[CH:11]=[CH:10][N:9]=[C:8]([N:13]3[CH2:18][CH2:17][N:16]([CH2:19][CH2:20][C@H:21]4[CH2:26][CH2:25][C@H:24]([NH2:27])[CH2:23][CH2:22]4)[CH2:15][CH2:14]3)[C:7]=2[CH2:6][CH2:5]1.[O:28]1[C:32]2[CH:33]=[CH:34][CH:35]=[CH:36][C:31]=2[C:30]([CH2:37][C:38](O)=[O:39])=[N:29]1. (9) The reactants are: Cl[C:2]1[C:7]([O:8][CH3:9])=[C:6]([Cl:10])[N:5]=[CH:4][N:3]=1.[CH3:11][S:12]([C:15]1[N:20]=[C:19]([CH3:21])[C:18]([NH2:22])=[CH:17][CH:16]=1)(=[O:14])=[O:13].C([O-])([O-])=O.[Cs+].[Cs+]. Given the product [Cl:10][C:6]1[N:5]=[CH:4][N:3]=[C:2]([NH:22][C:18]2[C:19]([CH3:21])=[N:20][C:15]([S:12]([CH3:11])(=[O:14])=[O:13])=[CH:16][CH:17]=2)[C:7]=1[O:8][CH3:9], predict the reactants needed to synthesize it. (10) Given the product [N:4]1([C:9]2[N:14]=[CH:13][C:12]([CH2:15][C:16]([OH:18])=[O:17])=[CH:11][CH:10]=2)[CH2:8][CH2:7][CH2:6][CH2:5]1, predict the reactants needed to synthesize it. The reactants are: O.[OH-].[Li+].[N:4]1([C:9]2[N:14]=[CH:13][C:12]([CH2:15][C:16]([O:18]CC)=[O:17])=[CH:11][CH:10]=2)[CH2:8][CH2:7][CH2:6][CH2:5]1.Cl.